This data is from Forward reaction prediction with 1.9M reactions from USPTO patents (1976-2016). The task is: Predict the product of the given reaction. (1) Given the reactants [Cl:1][C:2]1[CH:3]=[N:4][C:5]2[N:6]([N:8]=[C:9]([C:11]([OH:13])=O)[CH:10]=2)[CH:7]=1.[CH3:14][CH:15]1[NH:20][CH2:19][CH2:18][N:17]2[C:21]([C:24]3[CH:28]=[CH:27][S:26][CH:25]=3)=[N:22][N:23]=[C:16]12, predict the reaction product. The product is: [Cl:1][C:2]1[CH:3]=[N:4][C:5]2[N:6]([N:8]=[C:9]([C:11]([N:20]3[CH2:19][CH2:18][N:17]4[C:21]([C:24]5[CH:28]=[CH:27][S:26][CH:25]=5)=[N:22][N:23]=[C:16]4[CH:15]3[CH3:14])=[O:13])[CH:10]=2)[CH:7]=1. (2) Given the reactants [Cl:1][C:2]1[C:3]2[S:13][CH:12]=[CH:11][C:4]=2[N:5]=[C:6]([C:8]([O-:10])=O)[N:7]=1.[F:14][C:15]1[CH:20]=[CH:19][C:18]([Mg]Br)=[CH:17][CH:16]=1, predict the reaction product. The product is: [Cl:1][C:2]1[C:3]2[S:13][CH:12]=[CH:11][C:4]=2[N:5]=[C:6]([C:8]([C:18]2[CH:19]=[CH:20][C:15]([F:14])=[CH:16][CH:17]=2)=[O:10])[N:7]=1.